From a dataset of Forward reaction prediction with 1.9M reactions from USPTO patents (1976-2016). Predict the product of the given reaction. Given the reactants [CH3:1][C:2]1[CH:7]=[CH:6][C:5]([OH:8])=[CH:4][C:3]=1[N+:9]([O-:11])=[O:10].N1C=CN=C1.[CH:17]([Si:20](Cl)([CH:24]([CH3:26])[CH3:25])[CH:21]([CH3:23])[CH3:22])([CH3:19])[CH3:18], predict the reaction product. The product is: [CH:17]([Si:20]([CH:24]([CH3:26])[CH3:25])([CH:21]([CH3:23])[CH3:22])[O:8][C:5]1[CH:6]=[CH:7][C:2]([CH3:1])=[C:3]([N+:9]([O-:11])=[O:10])[CH:4]=1)([CH3:19])[CH3:18].